Dataset: Forward reaction prediction with 1.9M reactions from USPTO patents (1976-2016). Task: Predict the product of the given reaction. (1) Given the reactants CCOP(OCC)([CH2:6][C:7]([N:9]([O:11][CH3:12])[CH3:10])=[O:8])=O.[H-].[Na+].[S:18]1[CH:22]=[C:21]([CH:23]=O)[C:20]2[CH:25]=[CH:26][CH:27]=[CH:28][C:19]1=2, predict the reaction product. The product is: [S:18]1[CH:22]=[C:21](/[CH:23]=[CH:6]/[C:7]([N:9]([O:11][CH3:12])[CH3:10])=[O:8])[C:20]2[CH:25]=[CH:26][CH:27]=[CH:28][C:19]1=2. (2) Given the reactants [H-].[Na+].[C:3]([O:9][CH2:10][CH3:11])(=[O:8])[CH2:4][C:5]([O-:7])=[O:6].[Br:12][C:13]1[CH:14]=[C:15]([N+:20]([O-:22])=[O:21])[C:16](Cl)=[N:17][CH:18]=1.[CH3:23][C:24](O)=O, predict the reaction product. The product is: [Br:12][C:13]1[CH:14]=[C:15]([N+:20]([O-:22])=[O:21])[C:16]([CH:4]([C:5]([O:7][CH2:23][CH3:24])=[O:6])[C:3]([O:9][CH2:10][CH3:11])=[O:8])=[N:17][CH:18]=1. (3) Given the reactants [CH3:1][C:2]1([CH3:14])[CH2:7][CH2:6][CH:5]([CH2:8][C:9](OCC)=[O:10])[CH2:4][CH2:3]1.[H-].[Al+3].[Li+].[H-].[H-].[H-].Cl, predict the reaction product. The product is: [CH3:1][C:2]1([CH3:14])[CH2:3][CH2:4][CH:5]([CH2:8][CH2:9][OH:10])[CH2:6][CH2:7]1. (4) Given the reactants [NH2:1][C:2]1[CH:3]=[C:4]2[C:8](=[CH:9][CH:10]=1)[NH:7][N:6]=[C:5]2[CH3:11].[CH2:12]=[C:13]1[O:17][C:15](=[O:16])[CH2:14]1, predict the reaction product. The product is: [CH3:11][C:5]1[C:4]2[C:8](=[CH:9][CH:10]=[C:2]([NH:1][C:15](=[O:16])[CH2:14][C:13](=[O:17])[CH3:12])[CH:3]=2)[NH:7][N:6]=1. (5) Given the reactants [CH3:1][O:2][C:3]1[CH:8]=[CH:7][C:6]([C:9]2[CH:14]=[CH:13][C:12]([CH:15]=[O:16])=[CH:11][CH:10]=2)=[CH:5][CH:4]=1.[CH3:17][S:18][CH2:19][CH:20]1[NH:24][C:23](=[O:25])[NH:22][C:21]1=[O:26], predict the reaction product. The product is: [OH:16][CH:15]([C:12]1[CH:13]=[CH:14][C:9]([C:6]2[CH:5]=[CH:4][C:3]([O:2][CH3:1])=[CH:8][CH:7]=2)=[CH:10][CH:11]=1)[C:20]1([CH2:19][S:18][CH3:17])[NH:24][C:23](=[O:25])[NH:22][C:21]1=[O:26]. (6) Given the reactants [N:1]1(C(N2C=CN=C2)N)C=CN=[CH:2]1.[NH2:13][C:14]1[C:23]([OH:24])=[CH:22][C:21]([CH3:25])=[CH:20][C:15]=1[C:16]([O:18][CH3:19])=[O:17], predict the reaction product. The product is: [NH2:1][C:2]1[O:24][C:23]2[C:14](=[C:15]([C:16]([O:18][CH3:19])=[O:17])[CH:20]=[C:21]([CH3:25])[CH:22]=2)[N:13]=1. (7) The product is: [N:17]1([CH2:22][C@@H:23]2[NH:24][CH2:25][CH2:26][N:27]([C:2]3[CH:7]=[CH:6][C:5]([O:8][CH2:9][CH3:10])=[C:4]([O:11][CH:12]4[CH2:16][CH2:15][CH2:14][CH2:13]4)[CH:3]=3)[CH2:28]2)[CH:21]=[CH:20][CH:19]=[N:18]1. Given the reactants Br[C:2]1[CH:7]=[CH:6][C:5]([O:8][CH2:9][CH3:10])=[C:4]([O:11][CH:12]2[CH2:16][CH2:15][CH2:14][CH2:13]2)[CH:3]=1.[N:17]1([CH2:22][C@H:23]2[CH2:28][NH:27][CH2:26][CH2:25][N:24]2C(OC(C)(C)C)=O)[CH:21]=[CH:20][CH:19]=[N:18]1, predict the reaction product. (8) Given the reactants Cl.[F:2][C:3]([F:34])([F:33])[C:4]1[CH:5]=[C:6]([CH:26]=[C:27]([C:29]([F:32])([F:31])[F:30])[CH:28]=1)[CH2:7][N:8]([CH3:25])[C:9]([C@@H:11]1[CH2:16][CH2:15][NH:14][CH2:13][C@H:12]1[C:17]1[CH:22]=[CH:21][C:20]([F:23])=[CH:19][C:18]=1[CH3:24])=[O:10].[C:35]1(=O)[CH2:39][CH2:38][C:37](=[O:40])[CH2:36]1.O.C1(C)C=CC(S(O)(=O)=O)=CC=1.C(=O)([O-])O.[Na+], predict the reaction product. The product is: [F:34][C:3]([F:2])([F:33])[C:4]1[CH:5]=[C:6]([CH:26]=[C:27]([C:29]([F:30])([F:31])[F:32])[CH:28]=1)[CH2:7][N:8]([CH3:25])[C:9]([C@@H:11]1[CH2:16][CH2:15][N:14]([C:35]2[CH2:39][CH2:38][C:37](=[O:40])[CH:36]=2)[CH2:13][C@H:12]1[C:17]1[CH:22]=[CH:21][C:20]([F:23])=[CH:19][C:18]=1[CH3:24])=[O:10]. (9) Given the reactants [CH3:1][O:2][C:3](=[O:37])[C:4]1[CH:9]=[CH:8][C:7]([C:10]2[CH:11]=[C:12]3[C:16](=[CH:17][CH:18]=2)[N:15](S(C2C=CC=CC=2)(=O)=O)[C:14]([C:28]2[C:33]([F:34])=[CH:32][CH:31]=[CH:30][C:29]=2[F:35])=[CH:13]3)=[C:6]([CH3:36])[CH:5]=1.C([O-])([O-])=O.[Cs+].[Cs+], predict the reaction product. The product is: [CH3:1][O:2][C:3](=[O:37])[C:4]1[CH:9]=[CH:8][C:7]([C:10]2[CH:11]=[C:12]3[C:16](=[CH:17][CH:18]=2)[NH:15][C:14]([C:28]2[C:33]([F:34])=[CH:32][CH:31]=[CH:30][C:29]=2[F:35])=[CH:13]3)=[C:6]([CH3:36])[CH:5]=1.